From a dataset of Full USPTO retrosynthesis dataset with 1.9M reactions from patents (1976-2016). Predict the reactants needed to synthesize the given product. (1) Given the product [C:1]([O:5][C:6](=[O:13])[NH:7][C@H:8]1[CH2:11][C@@H:10]([NH:12][C:22](=[O:23])[C:21]([C:16]2[C:15]([Cl:14])=[N:20][CH:19]=[CH:18][N:17]=2)([CH3:26])[CH3:25])[CH2:9]1)([CH3:4])([CH3:2])[CH3:3], predict the reactants needed to synthesize it. The reactants are: [C:1]([O:5][C:6](=[O:13])[NH:7][C@H:8]1[CH2:11][C@@H:10]([NH2:12])[CH2:9]1)([CH3:4])([CH3:3])[CH3:2].[Cl:14][C:15]1[C:16]([C:21]([CH3:26])([CH3:25])[C:22](O)=[O:23])=[N:17][CH:18]=[CH:19][N:20]=1.CN(C(ON1N=NC2C=CC=NC1=2)=[N+](C)C)C.F[P-](F)(F)(F)(F)F.C(N(CC)CC)C. (2) Given the product [NH2:14][C:4]1[C:3]([O:2][CH3:1])=[C:12]([CH3:13])[CH:11]=[CH:10][C:5]=1[C:6]([O:8][CH3:9])=[O:7], predict the reactants needed to synthesize it. The reactants are: [CH3:1][O:2][C:3]1[C:4]([N+:14]([O-])=O)=[C:5]([CH:10]=[CH:11][C:12]=1[CH3:13])[C:6]([O:8][CH3:9])=[O:7].[H][H]. (3) Given the product [Br:1][C:2]1[C:3]([F:10])=[CH:4][C:5]([F:9])=[C:6]([NH:7][C:18](=[O:22])[CH:19]([CH3:21])[CH3:20])[CH:8]=1, predict the reactants needed to synthesize it. The reactants are: [Br:1][C:2]1[C:3]([F:10])=[CH:4][C:5]([F:9])=[C:6]([CH:8]=1)[NH2:7].C(N(CC)CC)C.[C:18](Cl)(=[O:22])[CH:19]([CH3:21])[CH3:20]. (4) Given the product [CH3:1][O:2][C:3]1[CH:4]=[C:5]([CH2:11][S:12]([Cl:20])(=[O:15])=[O:13])[CH:6]=[C:7]([O:9][CH3:10])[CH:8]=1, predict the reactants needed to synthesize it. The reactants are: [CH3:1][O:2][C:3]1[CH:4]=[C:5]([CH2:11][S:12]([O-:15])(=O)=[O:13])[CH:6]=[C:7]([O:9][CH3:10])[CH:8]=1.[Na+].C(Cl)(=O)C([Cl:20])=O. (5) Given the product [NH:10]1[CH2:11][CH:8]([O:7][C:4]2[CH:5]=[CH:6][N:1]=[CH:2][CH:3]=2)[CH2:9]1, predict the reactants needed to synthesize it. The reactants are: [N:1]1[CH:6]=[CH:5][C:4]([O:7][CH:8]2[CH2:11][N:10](C(OC(C)(C)C)=O)[CH2:9]2)=[CH:3][CH:2]=1.C(O)(C(F)(F)F)=O. (6) Given the product [C:1]1([S:7]([N:10]2[CH2:15][CH2:14][C@@H:13]([C:16]3[CH:21]=[CH:20][CH:19]=[CH:18][CH:17]=3)[C@H:12]([C:22]3[CH:23]=[C:24]([C:37]4[CH:36]=[CH:35][CH:34]=[C:33]([S:30]([CH3:29])(=[O:32])=[O:31])[CH:38]=4)[CH:25]=[CH:26][CH:27]=3)[CH2:11]2)(=[O:9])=[O:8])[CH:6]=[CH:5][CH:4]=[CH:3][CH:2]=1, predict the reactants needed to synthesize it. The reactants are: [C:1]1([S:7]([N:10]2[CH2:15][CH2:14][C@@H:13]([C:16]3[CH:21]=[CH:20][CH:19]=[CH:18][CH:17]=3)[C@H:12]([C:22]3[CH:27]=[CH:26][CH:25]=[C:24](Cl)[CH:23]=3)[CH2:11]2)(=[O:9])=[O:8])[CH:6]=[CH:5][CH:4]=[CH:3][CH:2]=1.[CH3:29][S:30]([C:33]1[CH:34]=[C:35](B(O)O)[CH:36]=[CH:37][CH:38]=1)(=[O:32])=[O:31].[F-].[K+].C1(P(C2C=CC=CC=2)C2C=CC=CC=2)C=CC=CC=1. (7) Given the product [F:32][C:28]1[CH:27]=[C:26]([C:24]#[C:25][C:2]2[CH:23]=[CH:22][C:5]([C:6]([NH:8][S:9]([C:12]3[CH:17]=[CH:16][CH:15]=[CH:14][C:13]=3[S:18](=[O:21])(=[O:20])[NH2:19])(=[O:11])=[O:10])=[O:7])=[CH:4][CH:3]=2)[CH:31]=[CH:30][CH:29]=1, predict the reactants needed to synthesize it. The reactants are: Br[C:2]1[CH:23]=[CH:22][C:5]([C:6]([NH:8][S:9]([C:12]2[CH:17]=[CH:16][CH:15]=[CH:14][C:13]=2[S:18](=[O:21])(=[O:20])[NH2:19])(=[O:11])=[O:10])=[O:7])=[CH:4][CH:3]=1.[C:24]([C:26]1[CH:31]=[CH:30][CH:29]=[C:28]([F:32])[CH:27]=1)#[CH:25]. (8) Given the product [CH3:21][O:22]/[N:23]=[CH:14]/[C:13]1[CH:16]=[C:9]([S:8][CH2:1][C:2]2[CH:7]=[CH:6][CH:5]=[CH:4][CH:3]=2)[CH:10]=[CH:11][C:12]=1[C:17]#[C:18][CH3:19], predict the reactants needed to synthesize it. The reactants are: [CH2:1]([S:8][C:9]1[CH:10]=[CH:11][C:12]([C:17]#[C:18][CH3:19])=[C:13]([CH:16]=1)[CH:14]=O)[C:2]1[CH:7]=[CH:6][CH:5]=[CH:4][CH:3]=1.Cl.[CH3:21][O:22][NH2:23].N1C=CC=CC=1. (9) Given the product [CH3:20][N:21]1[CH2:26][CH2:25][N:24]([C:2]2[CH:3]=[C:4]([S:8]([C:11]3[CH:12]=[C:13]([C:18]#[N:19])[S:14][C:15]=3[S:16][CH3:17])(=[O:10])=[O:9])[CH:5]=[CH:6][CH:7]=2)[CH2:23][CH2:22]1, predict the reactants needed to synthesize it. The reactants are: Br[C:2]1[CH:3]=[C:4]([S:8]([C:11]2[CH:12]=[C:13]([C:18]#[N:19])[S:14][C:15]=2[S:16][CH3:17])(=[O:10])=[O:9])[CH:5]=[CH:6][CH:7]=1.[CH3:20][N:21]1[CH2:26][CH2:25][NH:24][CH2:23][CH2:22]1.C1C=CC(P(C2C(C3C(P(C4C=CC=CC=4)C4C=CC=CC=4)=CC=C4C=3C=CC=C4)=C3C(C=CC=C3)=CC=2)C2C=CC=CC=2)=CC=1.C1(C)C=CC=CC=1.